This data is from Forward reaction prediction with 1.9M reactions from USPTO patents (1976-2016). The task is: Predict the product of the given reaction. (1) Given the reactants [CH3:1][O:2][C:3]1[CH:8]=[CH:7][C:6]([Ge:9]([C:26]2[CH:31]=[CH:30][C:29]([CH3:32])=[CH:28][CH:27]=2)([C:19]2[CH:24]=[CH:23][C:22]([CH3:25])=[CH:21][CH:20]=2)[CH2:10][CH2:11][C:12]2[CH:17]=[CH:16][C:15]([OH:18])=[CH:14][CH:13]=2)=[CH:5][CH:4]=1.[CH3:33][CH2:34][O:35][CH2:36][CH2:37]Cl.C(=O)([O-])[O-].[Cs+].[Cs+], predict the reaction product. The product is: [CH2:34]([O:35][CH2:36][CH2:37][O:18][C:15]1[CH:16]=[CH:17][C:12]([CH2:11][CH2:10][Ge:9]([C:6]2[CH:5]=[CH:4][C:3]([O:2][CH3:1])=[CH:8][CH:7]=2)([C:19]2[CH:24]=[CH:23][C:22]([CH3:25])=[CH:21][CH:20]=2)[C:26]2[CH:27]=[CH:28][C:29]([CH3:32])=[CH:30][CH:31]=2)=[CH:13][CH:14]=1)[CH3:33]. (2) Given the reactants FC(F)(F)[C:3]([OH:5])=O.[NH2:8][CH2:9][C:10]1[CH:36]=[C:35]([F:37])[CH:34]=[CH:33][C:11]=1[CH2:12][O:13][C:14]1[CH:19]=[C:18]([CH3:20])[N:17]([C:21]2[CH:22]=[C:23]([CH:28]=[CH:29][C:30]=2[CH3:31])[C:24]([O:26][CH3:27])=[O:25])[C:16](=[O:32])[CH:15]=1.CN1CCOCC1.[CH:45]1([NH2:48])[CH2:47][CH2:46]1, predict the reaction product. The product is: [CH:45]1([NH:48][C:3]([NH:8][CH2:9][C:10]2[CH:36]=[C:35]([F:37])[CH:34]=[CH:33][C:11]=2[CH2:12][O:13][C:14]2[CH:19]=[C:18]([CH3:20])[N:17]([C:21]3[CH:22]=[C:23]([CH:28]=[CH:29][C:30]=3[CH3:31])[C:24]([O:26][CH3:27])=[O:25])[C:16](=[O:32])[CH:15]=2)=[O:5])[CH2:47][CH2:46]1. (3) Given the reactants [CH2:1]([O:3][C:4](=[O:16])[CH2:5][N:6]1[C:14]2[C:9](=[CH:10][CH:11]=[C:12]([OH:15])[CH:13]=2)[CH:8]=[CH:7]1)[CH3:2].Cl[CH2:18][C:19]1[C:20]([CH2:36][CH2:37][O:38][CH3:39])=[N:21][C:22]([C:26]2[CH:31]=[CH:30][C:29]([C:32]([F:35])([F:34])[F:33])=[CH:28][CH:27]=2)=[N:23][C:24]=1[CH3:25].C(=O)([O-])[O-].[Cs+].[Cs+].[I-].[K+], predict the reaction product. The product is: [CH2:1]([O:3][C:4](=[O:16])[CH2:5][N:6]1[C:14]2[C:9](=[CH:10][CH:11]=[C:12]([O:15][CH2:18][C:19]3[C:20]([CH2:36][CH2:37][O:38][CH3:39])=[N:21][C:22]([C:26]4[CH:27]=[CH:28][C:29]([C:32]([F:35])([F:33])[F:34])=[CH:30][CH:31]=4)=[N:23][C:24]=3[CH3:25])[CH:13]=2)[CH:8]=[CH:7]1)[CH3:2]. (4) Given the reactants [C:1]([O:5][C:6](=[O:35])[NH:7][C:8](=[NH:34])[C:9]1[CH:14]=[CH:13][C:12]([CH2:15][NH:16][C:17]([C@H:19]2[N:23]3[C:24](=[O:33])[C:25]([NH:28][S:29]([CH3:32])(=[O:31])=[O:30])=[CH:26][N:27]=[C:22]3[CH2:21][CH2:20]2)=[O:18])=[CH:11][CH:10]=1)([CH3:4])([CH3:3])[CH3:2].C(OC(=O)NC(C1C=CC(CNC([C@H]2N3C(=O)C(N(CC)CC)=CN=C3CC2)=O)=CC=1)=N)(C)(C)C.[CH3:71][O:72][C:73]1[CH:78]=[CH:77]C(S(Cl)(=O)=O)=[CH:75][CH:74]=1, predict the reaction product. The product is: [C:1]([O:5][C:6](=[O:35])[NH:7][C:8](=[NH:34])[C:9]1[CH:14]=[CH:13][C:12]([CH2:15][NH:16][C:17]([C@H:19]2[N:23]3[C:24](=[O:33])[C:25]([NH:28][S:29]([C:32]4[CH:77]=[CH:78][C:73]([O:72][CH3:71])=[CH:74][CH:75]=4)(=[O:31])=[O:30])=[CH:26][N:27]=[C:22]3[CH2:21][CH2:20]2)=[O:18])=[CH:11][CH:10]=1)([CH3:4])([CH3:2])[CH3:3]. (5) Given the reactants C1(C)C=CC(S(OCCCCCC[C:17]2[CH:22]=[CH:21][C:20]([C:23]3[CH:28]=[CH:27][C:26]([Br:29])=[CH:25][CH:24]=3)=[CH:19][CH:18]=2)(=O)=O)=CC=1.[OH-:31].[K+].[CH:33]1([CH2:37][OH:38])[CH2:36][CH2:35][CH2:34]1, predict the reaction product. The product is: [Br:29][C:26]1[CH:25]=[CH:24][C:23]([C:20]2[CH:19]=[CH:18][C:17]([O:31][CH2:21][CH2:22][CH2:17][CH2:18][CH2:19][CH2:20][O:38][CH2:37][CH:33]3[CH2:36][CH2:35][CH2:34]3)=[CH:22][CH:21]=2)=[CH:28][CH:27]=1. (6) Given the reactants [CH2:1]([O:5][C:6]1[C:11]([F:12])=[C:10](Cl)[N:9]=[CH:8][N:7]=1)[C:2]#[C:3][CH3:4].[NH:14]1[CH2:19][CH:18]=[CH:17][CH2:16][CH2:15]1, predict the reaction product. The product is: [CH2:1]([O:5][C:6]1[N:7]=[CH:8][N:9]=[C:10]([N:14]2[CH2:15][CH:16]=[CH:17][CH2:18][CH2:19]2)[C:11]=1[F:12])[C:2]#[C:3][CH3:4]. (7) Given the reactants FC1C=C(C2CCC3C(=CC=C(O)C=3)O2)C=CC=1.[F:19][C:20]1[C:25]([F:26])=[CH:24][CH:23]=[CH:22][C:21]=1[CH:27]1[CH2:36][CH:35](O)[C:34]2[C:29](=[CH:30][CH:31]=[C:32]([OH:38])[CH:33]=2)[O:28]1, predict the reaction product. The product is: [F:19][C:20]1[C:25]([F:26])=[CH:24][CH:23]=[CH:22][C:21]=1[CH:27]1[CH2:36][CH2:35][C:34]2[C:29](=[CH:30][CH:31]=[C:32]([OH:38])[CH:33]=2)[O:28]1. (8) Given the reactants CNN(CC)NC.C([N:10]([CH2:13][CH3:14])[CH2:11][CH3:12])C.[CH:15]([N:18]([CH:21](C)C)CC)(C)C.[S:24]([C:28]1[CH:36]=[CH:35]C=C[C:29]=1[C:30](Cl)=O)(=[O:27])(=[O:26])[NH2:25].[O:37]1CCCC1, predict the reaction product. The product is: [S:24]([C:28]1[CH:36]=[CH:35][C:14]([C:13]([NH:10][CH2:11][CH2:12][N:18]([CH3:21])[CH3:15])=[O:37])=[CH:30][CH:29]=1)(=[O:27])(=[O:26])[NH2:25].